Dataset: Catalyst prediction with 721,799 reactions and 888 catalyst types from USPTO. Task: Predict which catalyst facilitates the given reaction. (1) Reactant: C(Cl)(=O)C(Cl)=O.CS(C)=O.[OH:11][CH2:12][C:13]1[CH:14]=[CH:15][C:16]([C:19]#[N:20])=[N:17][CH:18]=1.C(N(CC)CC)C. Product: [CH:12]([C:13]1[CH:14]=[CH:15][C:16]([C:19]#[N:20])=[N:17][CH:18]=1)=[O:11]. The catalyst class is: 4. (2) Reactant: [Cl:1][C:2]1[N:3]=[CH:4][N:5]([C:10]2[CH:15]=[CH:14][C:13]([F:16])=[CH:12][C:11]=2[Cl:17])[C:6]=1[C:7](O)=[O:8].CN(C)C=O.C(Cl)(=O)C([Cl:26])=O. Product: [Cl:1][C:2]1[N:3]=[CH:4][N:5]([C:10]2[CH:15]=[CH:14][C:13]([F:16])=[CH:12][C:11]=2[Cl:17])[C:6]=1[C:7]([Cl:26])=[O:8]. The catalyst class is: 4. (3) The catalyst class is: 53. Product: [Br:19][C:15]1[N:11]2[CH2:12][CH2:13][CH2:14][N:8]([CH:4]([CH2:5][CH2:6][CH3:7])[CH2:1][CH2:2][CH3:3])[C:9](=[O:18])[C:10]2=[CH:17][CH:16]=1. Reactant: [CH2:1]([CH:4]([N:8]1[CH2:14][CH2:13][CH2:12][N:11]2[CH:15]=[CH:16][CH:17]=[C:10]2[C:9]1=[O:18])[CH2:5][CH2:6][CH3:7])[CH2:2][CH3:3].[Br:19]N1C(=O)CCC1=O. (4) Reactant: [Cl:1][C:2]1[CH:3]=[C:4]([NH:19][C:20]2[CH:25]=[CH:24][C:23]([N:26]3[CH2:31][CH2:30][N:29]([CH:32]4[CH2:35][O:34][CH2:33]4)[CH2:28][CH2:27]3)=[CH:22][N:21]=2)[C:5]2[N:9]=[CH:8][N:7](COCC[Si](C)(C)C)[C:6]=2[CH:18]=1. Product: [Cl:1][C:2]1[CH:3]=[C:4]([NH:19][C:20]2[CH:25]=[CH:24][C:23]([N:26]3[CH2:31][CH2:30][N:29]([CH:32]4[CH2:35][O:34][CH2:33]4)[CH2:28][CH2:27]3)=[CH:22][N:21]=2)[C:5]2[N:9]=[CH:8][NH:7][C:6]=2[CH:18]=1. The catalyst class is: 67. (5) Reactant: [F:1][C:2]1[C:3]([N:9]2[CH2:14][CH2:13][CH:12]([CH:15]3[CH2:20][CH2:19][NH:18][CH2:17][CH2:16]3)[CH2:11][CH2:10]2)=[N:4][C:5]([CH3:8])=[N:6][CH:7]=1.C(=O)([O-])[O-].[Cs+].[Cs+].Cl[C:28]1[N:33]=[CH:32][C:31]([F:34])=[CH:30][N:29]=1. Product: [F:1][C:2]1[C:3]([N:9]2[CH2:14][CH2:13][CH:12]([CH:15]3[CH2:20][CH2:19][N:18]([C:28]4[N:33]=[CH:32][C:31]([F:34])=[CH:30][N:29]=4)[CH2:17][CH2:16]3)[CH2:11][CH2:10]2)=[N:4][C:5]([CH3:8])=[N:6][CH:7]=1. The catalyst class is: 514. (6) Reactant: [CH:1]1[C:10]2[C:5](=[CH:6][CH:7]=[CH:8][CH:9]=2)[CH:4]=[CH:3][N:2]=1.C[O:12][C:13]1[CH:14]=C2C(=CC=1)C(=O)NC=C2.C1C(=O)N([Cl:31])C(=O)C1. Product: [Cl:31][C:1]1[C:10]2[C:5](=[C:6]3[CH2:14][CH2:13][O:12][C:7]3=[CH:8][CH:9]=2)[CH:4]=[CH:3][N:2]=1. The catalyst class is: 23. (7) Reactant: [C:1]([C:4]1[C:5]([O:24][CH3:25])=[C:6]([CH:13]2[CH2:16][N:15]([C:17]([O:19][C:20]([CH3:23])([CH3:22])[CH3:21])=[O:18])[CH2:14]2)[C:7]([C:11]#[N:12])=[C:8]([Cl:10])[CH:9]=1)(=[O:3])[CH3:2]. Product: [Cl:10][C:8]1[C:7]([C:11]#[N:12])=[C:6]([CH:13]2[CH2:14][N:15]([C:17]([O:19][C:20]([CH3:22])([CH3:21])[CH3:23])=[O:18])[CH2:16]2)[C:5]([O:24][CH3:25])=[C:4]([CH:1]([OH:3])[CH3:2])[CH:9]=1. The catalyst class is: 7. (8) Reactant: [C:1]([O:5][C:6]([N:8]1[CH2:13][CH2:12][CH2:11][C@@H:10](NC2C=CC=CC=2N)[CH2:9]1)=[O:7])([CH3:4])([CH3:3])[CH3:2].CC[N:24]([CH2:27][CH3:28])CC.[C:29](Cl)(Cl)=[O:30]. Product: [C:1]([O:5][C:6]([N:8]1[CH2:9][CH2:10][CH2:11][CH2:12][C@@H:13]1[N:24]1[C:27]2[CH:28]=[CH:12][CH:11]=[CH:10][C:9]=2[NH:8][C:29]1=[O:30])=[O:7])([CH3:2])([CH3:3])[CH3:4]. The catalyst class is: 2.